This data is from Full USPTO retrosynthesis dataset with 1.9M reactions from patents (1976-2016). The task is: Predict the reactants needed to synthesize the given product. (1) Given the product [OH:44][C:48]1[CH:47]=[C:46]([C:7]2[N:6]=[C:3]3[C:4]([NH:5][C:29](=[O:30])[N:28]3[C@H:31]3[CH2:35][CH2:34][O:33][CH2:32]3)=[C:10]([C:11]([NH2:36])=[O:12])[N:9]=2)[CH:45]=[CH:17][CH:27]=1, predict the reactants needed to synthesize it. The reactants are: N/C(/C#N)=[C:3](\[NH:6][C:7]([NH:9][C@H:10]1CC[O:12][CH2:11]1)=O)/[C:4]#[N:5].[C:17]1([CH3:27])C(S(O)(=O)=O)=CC=CC=1.[N:28]([C@H:31]1[CH2:35][CH2:34][O:33][CH2:32]1)=[C:29]=[O:30].[NH2:36]/C(/C#N)=C(\N)/C#N.[O:44]1[CH2:48][CH2:47][CH2:46][CH2:45]1. (2) Given the product [NH2:1][C:2]1[C:10]2[C:9]([CH3:11])=[C:8]([CH3:12])[N:7]=[N:6][C:5]=2[S:4][C:3]=1[C:13]([NH:15][CH:16]1[CH2:19][NH:18][CH2:17]1)=[O:14], predict the reactants needed to synthesize it. The reactants are: [NH2:1][C:2]1[C:10]2[C:9]([CH3:11])=[C:8]([CH3:12])[N:7]=[N:6][C:5]=2[S:4][C:3]=1[C:13]([NH:15][CH:16]1[CH2:19][N:18](C(OC(C)(C)C)=O)[CH2:17]1)=[O:14].FC(F)(F)C(O)=O.